Predict the reactants needed to synthesize the given product. From a dataset of Full USPTO retrosynthesis dataset with 1.9M reactions from patents (1976-2016). (1) Given the product [C:1]([C:3]1[CH:4]=[C:5]([CH:9]=[C:10]([O:12][C:13]([F:16])([F:15])[F:14])[CH:11]=1)[C:6]([Cl:20])=[O:7])#[N:2], predict the reactants needed to synthesize it. The reactants are: [C:1]([C:3]1[CH:4]=[C:5]([CH:9]=[C:10]([O:12][C:13]([F:16])([F:15])[F:14])[CH:11]=1)[C:6](O)=[O:7])#[N:2].C(Cl)(=O)C([Cl:20])=O. (2) Given the product [NH:35]1[C:43]2=[N:42][CH:41]=[CH:40][CH:39]=[C:38]2[C:37]([CH:44]=[C:8]2[O:7][C:6]([NH:5][CH2:4][CH:1]3[CH2:3][CH2:2]3)=[C:10]([C:11]([O:13][CH3:14])=[O:12])[C:9]2=[O:15])=[CH:36]1, predict the reactants needed to synthesize it. The reactants are: [CH:1]1([CH2:4][NH:5][C:6]2[O:7][CH2:8][C:9](=[O:15])[C:10]=2[C:11]([O:13][CH3:14])=[O:12])[CH2:3][CH2:2]1.C(OC)(=O)CC(OC)=O.ClCC(Cl)=O.C1(CN)CC1.[NH:35]1[C:43]2[C:38](=[CH:39][CH:40]=[CH:41][N:42]=2)[C:37]([CH:44]=O)=[CH:36]1.N1CCC[C@H]1C(O)=O. (3) Given the product [F:39][C:40]([F:45])([F:44])[C:41]([OH:43])=[O:42].[CH2:1]([N:3]1[CH:7]=[C:6]([CH2:8][N:9]2[C:14]3[CH:15]=[C:16]([C:18]4[CH:23]=[CH:22][CH:21]=[CH:20][CH:19]=4)[S:17][C:13]=3[C:12](=[O:24])[N:11]([CH:25]3[CH2:30][CH2:29][NH:28][CH2:27][CH2:26]3)[C:10]2=[O:38])[N:5]=[N:4]1)[CH3:2], predict the reactants needed to synthesize it. The reactants are: [CH2:1]([N:3]1[CH:7]=[C:6]([CH2:8][N:9]2[C:14]3[CH:15]=[C:16]([C:18]4[CH:23]=[CH:22][CH:21]=[CH:20][CH:19]=4)[S:17][C:13]=3[C:12](=[O:24])[N:11]([CH:25]3[CH2:30][CH2:29][N:28](C(OC(C)(C)C)=O)[CH2:27][CH2:26]3)[C:10]2=[O:38])[N:5]=[N:4]1)[CH3:2].[F:39][C:40]([F:45])([F:44])[C:41]([OH:43])=[O:42].